Predict the product of the given reaction. From a dataset of Forward reaction prediction with 1.9M reactions from USPTO patents (1976-2016). Given the reactants C[Si]([N-][Si](C)(C)C)(C)C.[Li+].[N:11]1([C:22]([O:24][CH2:25][C:26]2[CH:31]=[CH:30][CH:29]=[CH:28][CH:27]=2)=[O:23])[CH2:16][CH2:15][CH:14]([C:17]([O:19][CH2:20][CH3:21])=[O:18])[CH2:13][CH2:12]1.I[CH2:33]C.C(=O)([O-])O.[Na+], predict the reaction product. The product is: [CH3:33][C:14]1([C:17]([O:19][CH2:20][CH3:21])=[O:18])[CH2:13][CH2:12][N:11]([C:22]([O:24][CH2:25][C:26]2[CH:31]=[CH:30][CH:29]=[CH:28][CH:27]=2)=[O:23])[CH2:16][CH2:15]1.